Dataset: HIV replication inhibition screening data with 41,000+ compounds from the AIDS Antiviral Screen. Task: Binary Classification. Given a drug SMILES string, predict its activity (active/inactive) in a high-throughput screening assay against a specified biological target. (1) The drug is CCOC(=O)C(Br)=C1OC(=O)c2ccccc2-c2ccccc21.CCOC(=O)C(Br)=C1OC(=O)c2ccccc2-c2ccccc21. The result is 0 (inactive). (2) The compound is Cc1ccc(S(=O)(=O)N2CCCCN(S(=O)(=O)c3ccc(C)cc3)Cc3ccccc3OCCOCCOc3c4cccc3Cc3cccc5c3OCCOCCOc3ccccc3CN(S(=O)(=O)c3ccc(C)cc3)CCCN(S(=O)(=O)c3ccc(C)cc3)Cc3ccccc3OCCOCCOc3c(cccc3C4)Cc3cccc(c3OCCOCCOc3ccccc3C2)C5)cc1. The result is 0 (inactive). (3) The compound is O=C1C2CCCC2N1Cc1ccccc1. The result is 0 (inactive).